From a dataset of Reaction yield outcomes from USPTO patents with 853,638 reactions. Predict the reaction yield, written as a fraction of the theoretical maximum amount of product (1.0 means a 100% yield; for example, 0.34 means a 34% yield). (1) The reactants are C([Li])CCC.[CH2:6]([N:8]1[C:12]([CH3:13])=[N:11][N:10]=[N:9]1)[CH3:7].Cl[CH2:15][C:16]([CH3:18])=[CH2:17].O. The catalyst is C1COCC1. The product is [CH2:6]([N:8]1[C:12]([CH2:13][CH2:17][C:16]([CH3:18])=[CH2:15])=[N:11][N:10]=[N:9]1)[CH3:7]. The yield is 0.800. (2) The reactants are C([NH:9][C:10]([NH:12][C:13]1[C:18]([O:19][C:20]2[CH:25]=[CH:24][C:23]([F:26])=[CH:22][C:21]=2[Br:27])=[CH:17][C:16]([S:28][C:29]2[CH:34]=[CH:33][CH:32]=[C:31]([O:35][CH3:36])[CH:30]=2)=[CH:15][N:14]=1)=[S:11])(=O)C1C=CC=CC=1.CCO.[OH-].[Na+]. The catalyst is O. The product is [Br:27][C:21]1[CH:22]=[C:23]([F:26])[CH:24]=[CH:25][C:20]=1[O:19][C:18]1[C:13]([NH:12][C:10]([NH2:9])=[S:11])=[N:14][CH:15]=[C:16]([S:28][C:29]2[CH:34]=[CH:33][CH:32]=[C:31]([O:35][CH3:36])[CH:30]=2)[CH:17]=1. The yield is 0.768. (3) The reactants are [F:1][C:2]1[CH:10]=[CH:9][C:5]([C:6](O)=[O:7])=[C:4]([NH:11][C:12]2[CH:17]=[CH:16][CH:15]=[CH:14][CH:13]=2)[CH:3]=1.Cl.[CH3:19][NH:20][O:21][CH3:22].C(N(CC)CC)C. The catalyst is CN(C=O)C.C(OCC)(=O)C. The product is [F:1][C:2]1[CH:10]=[CH:9][C:5]([C:6]([N:20]([O:21][CH3:22])[CH3:19])=[O:7])=[C:4]([NH:11][C:12]2[CH:17]=[CH:16][CH:15]=[CH:14][CH:13]=2)[CH:3]=1. The yield is 0.790. (4) The reactants are [Br:1][C:2]1[CH:3]=[C:4]([CH:6]=[CH:7][CH:8]=1)[NH2:5].[F:9][C:10]([F:15])([F:14])[CH:11]1[O:13][CH2:12]1. No catalyst specified. The product is [Br:1][C:2]1[CH:3]=[C:4]([NH:5][CH2:12][CH:11]([OH:13])[C:10]([F:15])([F:14])[F:9])[CH:6]=[CH:7][CH:8]=1. The yield is 0.840. (5) The reactants are [Cl:1][C:2]1[CH:7]=[CH:6][C:5]([C:8]2[O:9][CH:10]=[C:11]([C:13]3([CH2:20][NH2:21])[CH2:18][CH2:17][N:16]([CH3:19])[CH2:15][CH2:14]3)[N:12]=2)=[CH:4][CH:3]=1.[F:22][C:23]([F:39])([F:38])[C:24]1[O:28][N:27]=[C:26]([C:29]2[CH:30]=[C:31]([CH:35]=[CH:36][CH:37]=2)[C:32](O)=[O:33])[N:25]=1. No catalyst specified. The product is [ClH:1].[Cl:1][C:2]1[CH:7]=[CH:6][C:5]([C:8]2[O:9][CH:10]=[C:11]([C:13]3([CH2:20][NH:21][C:32](=[O:33])[C:31]4[CH:35]=[CH:36][CH:37]=[C:29]([C:26]5[N:25]=[C:24]([C:23]([F:39])([F:38])[F:22])[O:28][N:27]=5)[CH:30]=4)[CH2:14][CH2:15][N:16]([CH3:19])[CH2:17][CH2:18]3)[N:12]=2)=[CH:4][CH:3]=1. The yield is 0.0500. (6) The reactants are FC(F)(F)C(O)=O.[Cl:8][C:9]1[CH:14]=[C:13]([Cl:15])[CH:12]=[CH:11][C:10]=1[C@H:16]([N:18]1[C:26]2[C:21](=[CH:22][CH:23]=[C:24]([N:27]3[CH2:32][CH2:31][N:30]([C:33]([C@H:35]4[CH2:39][CH2:38][CH2:37][N:36]4C(OC(C)(C)C)=O)=[O:34])[C@H:29]([CH3:47])[CH2:28]3)[CH:25]=2)[CH:20]=[N:19]1)[CH3:17]. The catalyst is ClCCl. The product is [Cl:8][C:9]1[CH:14]=[C:13]([Cl:15])[CH:12]=[CH:11][C:10]=1[C@H:16]([N:18]1[C:26]2[C:21](=[CH:22][CH:23]=[C:24]([N:27]3[CH2:32][CH2:31][N:30]([C:33]([C@H:35]4[CH2:39][CH2:38][CH2:37][NH:36]4)=[O:34])[C@H:29]([CH3:47])[CH2:28]3)[CH:25]=2)[CH:20]=[N:19]1)[CH3:17]. The yield is 0.930.